From a dataset of Full USPTO retrosynthesis dataset with 1.9M reactions from patents (1976-2016). Predict the reactants needed to synthesize the given product. (1) Given the product [Cl:19][C:20]1[CH:21]=[C:22]([C:2]2[CH:18]=[C:17]3[C:5]([CH2:6][CH2:7][C@@:8]43[C:13]([F:15])([F:14])[CH2:12][O:11][C:10]([NH2:16])=[N:9]4)=[CH:4][CH:3]=2)[CH:23]=[C:24]([Cl:26])[CH:25]=1, predict the reactants needed to synthesize it. The reactants are: Br[C:2]1[CH:18]=[C:17]2[C:5]([CH2:6][CH2:7][C@@:8]32[C:13]([F:15])([F:14])[CH2:12][O:11][C:10]([NH2:16])=[N:9]3)=[CH:4][CH:3]=1.[Cl:19][C:20]1[CH:21]=[C:22](B(O)O)[CH:23]=[C:24]([Cl:26])[CH:25]=1.COCCOC. (2) Given the product [CH2:1]([N:9]1[CH2:14][CH2:13][C:12](=[N:16][OH:17])[CH2:11][CH2:10]1)[CH2:2][C:3]1[CH:8]=[CH:7][CH:6]=[CH:5][CH:4]=1, predict the reactants needed to synthesize it. The reactants are: [CH2:1]([N:9]1[CH2:14][CH2:13][C:12](=O)[CH2:11][CH2:10]1)[CH2:2][C:3]1[CH:8]=[CH:7][CH:6]=[CH:5][CH:4]=1.[NH2:16][OH:17].C([O-])([O-])=O.[K+].[K+].Cl.NO. (3) Given the product [C:21]([C:18]1[CH:19]=[CH:20][C:15]([S:12]([NH:11][CH:8]([CH:9]=[O:10])[CH2:7][C:6]([OH:37])=[O:5])(=[O:13])=[O:14])=[C:16]([O:24][CH2:25][CH2:26][C:27]2[C:36]3[C:31](=[CH:32][CH:33]=[CH:34][CH:35]=3)[CH:30]=[CH:29][CH:28]=2)[CH:17]=1)(=[O:23])[NH2:22], predict the reactants needed to synthesize it. The reactants are: C([O:5][C:6](=[O:37])[CH2:7][CH:8]([NH:11][S:12]([C:15]1[CH:20]=[CH:19][C:18]([C:21](=[O:23])[NH2:22])=[CH:17][C:16]=1[O:24][CH2:25][CH2:26][C:27]1[C:36]2[C:31](=[CH:32][CH:33]=[CH:34][CH:35]=2)[CH:30]=[CH:29][CH:28]=1)(=[O:14])=[O:13])[CH:9]=[O:10])(C)(C)C.FC(F)(F)C(O)=O.